From a dataset of Catalyst prediction with 721,799 reactions and 888 catalyst types from USPTO. Predict which catalyst facilitates the given reaction. Reactant: [CH3:1][NH:2][CH:3]1[CH2:7][CH2:6][N:5]([CH3:8])[CH2:4]1.[Br:9][C:10]1[CH:15]=[CH:14][C:13]([S:16](Cl)(=[O:18])=[O:17])=[CH:12][CH:11]=1. Product: [Br:9][C:10]1[CH:15]=[CH:14][C:13]([S:16]([N:2]([CH3:1])[CH:3]2[CH2:7][CH2:6][N:5]([CH3:8])[CH2:4]2)(=[O:18])=[O:17])=[CH:12][CH:11]=1. The catalyst class is: 155.